From a dataset of Forward reaction prediction with 1.9M reactions from USPTO patents (1976-2016). Predict the product of the given reaction. The product is: [CH2:33]([O:32][C:30]([NH:1][CH2:2][C:3]1([C:16]([O:18][CH3:19])=[O:17])[CH2:4][CH2:5][N:6]([C:9]([O:11][C:12]([CH3:14])([CH3:15])[CH3:13])=[O:10])[CH2:7][CH2:8]1)=[O:31])[C:34]1[CH:39]=[CH:38][CH:37]=[CH:36][CH:35]=1. Given the reactants [NH2:1][CH2:2][C:3]1([C:16]([O:18][CH3:19])=[O:17])[CH2:8][CH2:7][N:6]([C:9]([O:11][C:12]([CH3:15])([CH3:14])[CH3:13])=[O:10])[CH2:5][CH2:4]1.C(N(CC)C(C)C)(C)C.Cl[C:30]([O:32][CH2:33][C:34]1[CH:39]=[CH:38][CH:37]=[CH:36][CH:35]=1)=[O:31], predict the reaction product.